Predict the product of the given reaction. From a dataset of Forward reaction prediction with 1.9M reactions from USPTO patents (1976-2016). (1) Given the reactants [ClH:1].C(OC(=O)[NH:8][CH2:9][C:10]1[CH:15]=[C:14]([Br:16])[CH:13]=[CH:12][C:11]=1[S:17]([CH2:20][CH3:21])(=[O:19])=[O:18])(C)(C)C, predict the reaction product. The product is: [ClH:1].[Br:16][C:14]1[CH:13]=[CH:12][C:11]([S:17]([CH2:20][CH3:21])(=[O:19])=[O:18])=[C:10]([CH2:9][NH2:8])[CH:15]=1. (2) Given the reactants [CH3:1][O:2][C:3]1[C:12]([CH:13]=O)=[CH:11][C:10]2[C:5](=[CH:6][C:7]([O:15][CH3:16])=[CH:8][CH:9]=2)[N:4]=1.[Br:17][C:18]1[CH:23]=[CH:22][C:21]([CH2:24][CH2:25][NH2:26])=[CH:20][CH:19]=1.C(O[BH-](OC(=O)C)OC(=O)C)(=O)C.[Na+].C([O-])(O)=O.[Na+], predict the reaction product. The product is: [Br:17][C:18]1[CH:23]=[CH:22][C:21]([CH2:24][CH2:25][NH:26][CH2:13][C:12]2[C:3]([O:2][CH3:1])=[N:4][C:5]3[C:10]([CH:11]=2)=[CH:9][CH:8]=[C:7]([O:15][CH3:16])[CH:6]=3)=[CH:20][CH:19]=1.